From a dataset of Reaction yield outcomes from USPTO patents with 853,638 reactions. Predict the reaction yield, written as a fraction of the theoretical maximum amount of product (1.0 means a 100% yield; for example, 0.34 means a 34% yield). (1) The reactants are [N:1]([C@H:4]1[CH2:8][CH2:7][CH2:6][C@@H:5]1[O:9][Si:10]([CH3:13])([CH3:12])[CH3:11])=[N+]=[N-].O.C(=O)([O-])[O-].[Na+].[Na+].[C:21]([O:25][C:26](O[C:26]([O:25][C:21]([CH3:24])([CH3:23])[CH3:22])=[O:27])=[O:27])([CH3:24])([CH3:23])[CH3:22]. The catalyst is CCO.[Pd]. The product is [CH3:11][Si:10]([CH3:13])([CH3:12])[O:9][C@H:5]1[CH2:6][CH2:7][CH2:8][C@@H:4]1[NH:1][C:26](=[O:27])[O:25][C:21]([CH3:24])([CH3:23])[CH3:22]. The yield is 0.730. (2) The reactants are Cl[C:2]1[N:3]=[C:4]([N:11]2[CH2:16][CH2:15][O:14][CH2:13][CH2:12]2)[C:5]2[CH:10]=[CH:9][NH:8][C:6]=2[N:7]=1.[OH:17][C:18]1[CH:19]=[C:20](B(O)O)[CH:21]=[CH:22][CH:23]=1. No catalyst specified. The product is [N:11]1([C:4]2[C:5]3[CH:10]=[CH:9][NH:8][C:6]=3[N:7]=[C:2]([C:22]3[CH:23]=[C:18]([OH:17])[CH:19]=[CH:20][CH:21]=3)[N:3]=2)[CH2:16][CH2:15][O:14][CH2:13][CH2:12]1. The yield is 0.700. (3) The reactants are [CH2:1]([O:5][C:6]1[CH:11]=[CH:10][C:9]([C:12]([C:15]2[CH:20]=[CH:19][C:18]([O:21][CH2:22][CH:23]3[O:25][CH2:24]3)=[CH:17][CH:16]=2)([CH3:14])[CH3:13])=[CH:8][CH:7]=1)[CH:2]1[O:4][CH2:3]1.FC(F)(F)S([O-])(=O)=O.[Er+3].FC(F)(F)S([O-])(=O)=O.FC(F)(F)S([O-])(=O)=O.C(=O)(O)[O-].[Na+].[CH3:56][OH:57]. No catalyst specified. The product is [CH3:56][O:57][CH2:24][CH:23]([OH:25])[CH2:22][O:21][C:18]1[CH:19]=[CH:20][C:15]([C:12]([C:9]2[CH:10]=[CH:11][C:6]([O:5][CH2:1][CH:2]3[CH2:3][O:4]3)=[CH:7][CH:8]=2)([CH3:14])[CH3:13])=[CH:16][CH:17]=1. The yield is 0.230. (4) The reactants are O[CH:2]([C:12]1[CH:17]=[CH:16][C:15]([CH:18]([CH3:20])[CH3:19])=[CH:14][CH:13]=1)[C:3]1[C:8]([CH3:9])=[CH:7][C:6]([CH3:10])=[CH:5][C:4]=1[OH:11]. The catalyst is C(O)(=O)C.[C].[Pd]. The product is [CH:18]([C:15]1[CH:16]=[CH:17][C:12]([CH2:2][C:3]2[C:8]([CH3:9])=[CH:7][C:6]([CH3:10])=[CH:5][C:4]=2[OH:11])=[CH:13][CH:14]=1)([CH3:20])[CH3:19]. The yield is 0.900.